Task: Predict the reactants needed to synthesize the given product.. Dataset: Full USPTO retrosynthesis dataset with 1.9M reactions from patents (1976-2016) (1) Given the product [CH3:1][C@H:2]1[N:7]([CH2:8][CH:9]([CH3:10])[CH3:11])[C:6](=[O:12])[C@@H:5]([NH:13][C:14](=[O:20])[O:15][C:16]([CH3:19])([CH3:17])[CH3:18])[CH2:4][C@H:3]1[C:21]1[CH:26]=[CH:25][CH:24]=[CH:23][CH:22]=1, predict the reactants needed to synthesize it. The reactants are: [CH3:1][C@H:2]1[N:7]([CH2:8][C:9]([CH3:11])=[CH2:10])[C:6](=[O:12])[C@@H:5]([NH:13][C:14](=[O:20])[O:15][C:16]([CH3:19])([CH3:18])[CH3:17])[CH2:4][C@H:3]1[C:21]1[CH:26]=[CH:25][CH:24]=[CH:23][CH:22]=1.[H][H]. (2) Given the product [OH:24][CH2:23][CH2:22][CH2:21][CH2:20][CH2:19][CH2:18][O:1][C:2]1[CH:3]=[CH:4][C:5]([C:8]2[CH:16]=[CH:15][C:11]([C:12]([OH:14])=[O:13])=[CH:10][CH:9]=2)=[CH:6][CH:7]=1, predict the reactants needed to synthesize it. The reactants are: [OH:1][C:2]1[CH:7]=[CH:6][C:5]([C:8]2[CH:16]=[CH:15][C:11]([C:12]([OH:14])=[O:13])=[CH:10][CH:9]=2)=[CH:4][CH:3]=1.Br[CH2:18][CH2:19][CH2:20][CH2:21][CH2:22][CH2:23][OH:24].[OH-].[K+].